Task: Predict the reaction yield, written as a fraction of the theoretical maximum amount of product (1.0 means a 100% yield; for example, 0.34 means a 34% yield).. Dataset: Reaction yield outcomes from USPTO patents with 853,638 reactions (1) The reactants are Cl.C(OC([N:9]1[CH2:14][CH2:13][C:12]([N:20]([CH3:22])[CH3:21])([C:15]2[S:16][CH:17]=[CH:18][CH:19]=2)[CH2:11][CH2:10]1)=O)(C)(C)C.O.C([O-])([O-])=O.[Na+].[Na+]. The catalyst is C(Cl)(Cl)Cl. The product is [CH3:21][N:20]([CH3:22])[C:12]1([C:15]2[S:16][CH:17]=[CH:18][CH:19]=2)[CH2:13][CH2:14][NH:9][CH2:10][CH2:11]1. The yield is 0.890. (2) The catalyst is C1(C)C=CC=CC=1. The yield is 0.810. The product is [CH3:15][C:14]1[C:10](=[O:12])[CH2:9][N:8]([C:1]([O:3][C:4]([CH3:7])([CH3:6])[CH3:5])=[O:2])[CH2:11][C:13]=1[C:16]1[CH:21]=[CH:20][CH:19]=[CH:18][CH:17]=1. The reactants are [C:1]([N:8]1[CH2:11][C:10](=[O:12])[CH2:9]1)([O:3][C:4]([CH3:7])([CH3:6])[CH3:5])=[O:2].[C:13]([C:16]1[CH:21]=[CH:20][CH:19]=[CH:18][CH:17]=1)#[C:14][CH3:15].